From a dataset of Forward reaction prediction with 1.9M reactions from USPTO patents (1976-2016). Predict the product of the given reaction. (1) The product is: [CH:20]([C:12]1[CH:13]=[CH:14][CH:15]=[C:16]([CH:17]([CH3:19])[CH3:18])[C:11]=1[N:10]=[C:8]([C:4]1[CH:3]=[C:2]([C:29]2[CH:34]=[CH:33][CH:32]=[CH:31][C:30]=2[O:35][CH3:36])[CH:7]=[CH:6][CH:5]=1)[CH3:9])([CH3:22])[CH3:21]. Given the reactants Br[C:2]1[CH:3]=[C:4]([C:8](=[N:10][C:11]2[C:16]([CH:17]([CH3:19])[CH3:18])=[CH:15][CH:14]=[CH:13][C:12]=2[CH:20]([CH3:22])[CH3:21])[CH3:9])[CH:5]=[CH:6][CH:7]=1.[Li]CCCC.Br[C:29]1[CH:34]=[CH:33][CH:32]=[CH:31][C:30]=1[O:35][CH3:36].O, predict the reaction product. (2) Given the reactants Br[C:2]1[CH:7]=[CH:6][C:5]([N:8]([C:15]2[CH:20]=[CH:19][CH:18]=[CH:17][CH:16]=2)[C:9]2[CH:14]=[CH:13][CH:12]=[CH:11][CH:10]=2)=[CH:4][CH:3]=1.[Mg].II.[CH2:24](Br)[CH:25]=[CH2:26], predict the reaction product. The product is: [CH2:26]([C:2]1[CH:7]=[CH:6][C:5]([N:8]([C:15]2[CH:20]=[CH:19][CH:18]=[CH:17][CH:16]=2)[C:9]2[CH:14]=[CH:13][CH:12]=[CH:11][CH:10]=2)=[CH:4][CH:3]=1)[CH:25]=[CH2:24]. (3) The product is: [Cl:1][C:2]1[CH:3]=[C:4]([CH3:23])[C:5]([CH:21]=[C:43]([Br:45])[Br:44])=[C:6]2[C:10]=1[N:9]([S:11]([C:14]1[CH:20]=[CH:19][C:17]([CH3:18])=[CH:16][CH:15]=1)(=[O:13])=[O:12])[CH:8]=[CH:7]2. Given the reactants [Cl:1][C:2]1[C:10]2[N:9]([S:11]([C:14]3[CH:20]=[CH:19][C:17]([CH3:18])=[CH:16][CH:15]=3)(=[O:13])=[O:12])[CH:8]=[CH:7][C:6]=2[C:5]([CH:21]=O)=[C:4]([CH3:23])[CH:3]=1.C1C=CC(P(C2C=CC=CC=2)C2C=CC=CC=2)=CC=1.[C:43](Br)(Br)([Br:45])[Br:44], predict the reaction product. (4) Given the reactants [C:1]1([C:7]2[CH:16]=[CH:15][C:10]([C:11]([O:13]C)=[O:12])=[CH:9][C:8]=2[CH3:17])[CH:6]=[CH:5][CH:4]=[CH:3][CH:2]=1.[OH-].[Na+], predict the reaction product. The product is: [C:1]1([C:7]2[CH:16]=[CH:15][C:10]([C:11]([OH:13])=[O:12])=[CH:9][C:8]=2[CH3:17])[CH:2]=[CH:3][CH:4]=[CH:5][CH:6]=1. (5) Given the reactants Br[C:2]1[CH:11]=[CH:10][C:9]2[C:4](=[CH:5][CH:6]=[C:7]([O:12][C@H:13]3[CH2:18][CH2:17][C@@H:16]([CH:19]([CH3:21])[CH3:20])[CH2:15][CH2:14]3)[CH:8]=2)[CH:3]=1.[Li]CCCC.CN([CH:30]=[O:31])C, predict the reaction product. The product is: [CH:19]([C@@H:16]1[CH2:17][CH2:18][C@H:13]([O:12][C:7]2[CH:8]=[C:9]3[C:4](=[CH:5][CH:6]=2)[CH:3]=[C:2]([CH:30]=[O:31])[CH:11]=[CH:10]3)[CH2:14][CH2:15]1)([CH3:21])[CH3:20].